This data is from Full USPTO retrosynthesis dataset with 1.9M reactions from patents (1976-2016). The task is: Predict the reactants needed to synthesize the given product. (1) Given the product [Cl:22][C:17]1[CH:16]=[C:15]([NH:14][C:5]2[C:4]3[C:9](=[CH:10][CH:11]=[C:2]([NH:1][CH2:29][C:25]4[N:24]([CH3:23])[CH:28]=[CH:27][N:26]=4)[CH:3]=3)[N:8]=[CH:7][C:6]=2[C:12]#[N:13])[CH:20]=[CH:19][C:18]=1[F:21], predict the reactants needed to synthesize it. The reactants are: [NH2:1][C:2]1[CH:3]=[C:4]2[C:9](=[CH:10][CH:11]=1)[N:8]=[CH:7][C:6]([C:12]#[N:13])=[C:5]2[NH:14][C:15]1[CH:20]=[CH:19][C:18]([F:21])=[C:17]([Cl:22])[CH:16]=1.[CH3:23][N:24]1[CH:28]=[CH:27][N:26]=[C:25]1[CH:29]=O.[BH3-]C#N.[Na+]. (2) Given the product [CH2:1]([CH:6]1[CH2:10][CH2:9][CH:8]([CH2:11][CH2:12][CH2:13][CH2:14][CH3:15])[C:7]1=[O:16])[CH2:2][CH2:3][CH2:4][CH3:5], predict the reactants needed to synthesize it. The reactants are: [CH:1](=[C:6]1[CH2:10][CH2:9][CH:8]([CH2:11][CH2:12][CH2:13][CH2:14][CH3:15])[C:7]1=[O:16])[CH2:2][CH2:3][CH2:4][CH3:5]. (3) Given the product [NH:6]1[C:5]2[CH:9]=[CH:10][C:2]([N:1]3[CH:21]([C:28]4[CH:33]=[CH:32][CH:31]=[C:30]([O:34][CH3:35])[CH:29]=4)[CH2:22][NH:18][C:16]3=[O:17])=[CH:3][C:4]=2[N:8]=[CH:7]1, predict the reactants needed to synthesize it. The reactants are: [NH2:1][C:2]1[CH:10]=[CH:9][C:5]2[N:6]=[CH:7][NH:8][C:4]=2[CH:3]=1.N1([C:16]([N:18]2[CH:22]=[CH:21]N=C2)=[O:17])C=CN=C1.Cl.NCC([C:28]1[CH:33]=[CH:32][CH:31]=[C:30]([O:34][CH3:35])[CH:29]=1)=O. (4) Given the product [NH2:23][C:3]1[C:2]([F:1])=[CH:7][C:6]([CH3:8])=[C:5]([C:9]2[C:18](=[O:19])[N:17]([CH3:20])[C:16]3[N:15]=[C:14]([NH:21][CH3:22])[N:13]=[CH:12][C:11]=3[N:10]=2)[CH:4]=1, predict the reactants needed to synthesize it. The reactants are: [F:1][C:2]1[CH:7]=[C:6]([CH3:8])[C:5]([C:9]2[C:18](=[O:19])[N:17]([CH3:20])[C:16]3[N:15]=[C:14]([NH:21][CH3:22])[N:13]=[CH:12][C:11]=3[N:10]=2)=[CH:4][C:3]=1[NH:23]C(=O)C.Cl. (5) The reactants are: [Cl:1][C:2]1[S:6][C:5](Cl)=[C:4]([Cl:8])[C:3]=1[Cl:9].C([Li])CCC.[C:15](OCC)(=[O:21])[C:16]([O:18][CH2:19][CH3:20])=[O:17]. Given the product [CH2:19]([O:18][C:16](=[O:17])[C:15]([C:5]1[S:6][C:2]([Cl:1])=[C:3]([Cl:9])[C:4]=1[Cl:8])=[O:21])[CH3:20], predict the reactants needed to synthesize it. (6) Given the product [F:1][C:2]1[CH:3]=[CH:4][C:5]([CH:8]2[CH2:13][C:12](=[O:14])[N:11]([CH3:21])[C:10]([CH3:15])=[C:9]2[C:16]([O:18][CH3:19])=[O:17])=[CH:6][CH:7]=1, predict the reactants needed to synthesize it. The reactants are: [F:1][C:2]1[CH:7]=[CH:6][C:5]([CH:8]2[CH2:13][C:12](=[O:14])[NH:11][C:10]([CH3:15])=[C:9]2[C:16]([O:18][CH3:19])=[O:17])=[CH:4][CH:3]=1.I[CH3:21].[H-].[Na+]. (7) Given the product [S:23]([C:20]1[CH:21]=[CH:22][C:17]([CH3:27])=[CH:18][CH:19]=1)([OH:26])(=[O:25])=[O:24].[NH2:1][C:2]1([C:8]([O:10][CH:11]2[CH2:15][CH2:14][CH2:13][CH2:12]2)=[O:9])[CH2:7][CH2:6][CH2:5][CH2:4][CH2:3]1, predict the reactants needed to synthesize it. The reactants are: [NH2:1][C:2]1([C:8]([OH:10])=[O:9])[CH2:7][CH2:6][CH2:5][CH2:4][CH2:3]1.[CH:11]1(O)[CH2:15][CH2:14][CH2:13][CH2:12]1.[C:17]1([CH3:27])[CH:22]=[CH:21][C:20]([S:23]([OH:26])(=[O:25])=[O:24])=[CH:19][CH:18]=1.